From a dataset of Experimentally validated miRNA-target interactions with 360,000+ pairs, plus equal number of negative samples. Binary Classification. Given a miRNA mature sequence and a target amino acid sequence, predict their likelihood of interaction. (1) The miRNA is hsa-miR-192-5p with sequence CUGACCUAUGAAUUGACAGCC. The protein sequence of the target gene is MVGRLSLQDVPELVDAKKKGDGVLDSPDSGLPPSPSPSHWGLAAGGGGGERAAAPGTLEPDAAAATPAAPSPASLPLAPGCALRLCPLSFGEGVEFDPLPPKEVRYTSLVKYDSERHFIDDVQLPLGLAVASCSQTVTCVPNGTWRNYKAEVRFEPRHRPTRFLSTTIVYPKYPKAVYTTTLDYNCRKTLRRFLSSVELEAAELPGSDDLSDEC. Result: 1 (interaction). (2) The protein sequence of the target gene is MAGTICFIMWVLFITDTVWSRSVRQVYEVHDSDDWTIHDFECPMECFCPPSFPTALYCENRGLKEIPAIPSRIWYLYLQNNLIETIPEKPFENATQLRWINLNKNKITNYGIEKGALSQLKKLLFLFLEDNELEEVPSPLPRSLEQLQLARNKVSRIPQGTFSNLENLTLLDLQNNKLVDNAFQRDTFKGLKNLMQLNMAKNALRNMPPRLPANTMQLFLDNNSIEGIPENYFNVIPKVAFLRLNHNKLSDEGLPSRGFDVSSILDLQLSHNQLTKVPRISAHLQHLHLDHNKIKSVNVS.... Result: 0 (no interaction). The miRNA is ath-miR859 with sequence UCUCUCUGUUGUGAAGUCAAA.